The task is: Predict the reactants needed to synthesize the given product.. This data is from Full USPTO retrosynthesis dataset with 1.9M reactions from patents (1976-2016). (1) Given the product [F:1][CH:2]([F:12])[O:3][C:4]1[CH:5]=[CH:6][C:7]([CH:8]([OH:9])[CH:13]([CH3:15])[CH3:14])=[CH:10][CH:11]=1, predict the reactants needed to synthesize it. The reactants are: [F:1][CH:2]([F:12])[O:3][C:4]1[CH:11]=[CH:10][C:7]([CH:8]=[O:9])=[CH:6][CH:5]=1.[CH:13]([Mg]Cl)([CH3:15])[CH3:14]. (2) Given the product [Cl:17][C:18]1[CH:23]=[CH:22][CH:21]=[CH:20][C:19]=1[S:24][C:3]1[C:2]([F:1])=[C:7]([C:8]#[N:9])[C:6](=[C:5]([F:12])[C:4]=1[F:13])[C:10]#[N:11], predict the reactants needed to synthesize it. The reactants are: [F:1][C:2]1[C:3](F)=[C:4]([F:13])[C:5]([F:12])=[C:6]([C:10]#[N:11])[C:7]=1[C:8]#[N:9].[F-].[K+].[Cl:17][C:18]1[CH:23]=[CH:22][CH:21]=[CH:20][C:19]=1[SH:24].